This data is from Catalyst prediction with 721,799 reactions and 888 catalyst types from USPTO. The task is: Predict which catalyst facilitates the given reaction. (1) Reactant: [O:1]=[C:2]1[N:7]2[CH2:8][CH2:9][CH:10]([CH:21]3[CH2:26][CH2:25][N:24](C([O-])=O)[CH2:23][CH2:22]3)[N:11]([CH2:12][C:13](=[O:20])[C:14]3[CH:19]=[CH:18][CH:17]=[CH:16][CH:15]=3)[C:6]2=[N:5][C:4]([C:30]2[CH:35]=[CH:34][N:33]=[CH:32][CH:31]=2)=[CH:3]1.Cl. Product: [O:20]=[C:13]([C:14]1[CH:15]=[CH:16][CH:17]=[CH:18][CH:19]=1)[CH2:12][N:11]1[C:6]2=[N:5][C:4]([C:30]3[CH:31]=[CH:32][N:33]=[CH:34][CH:35]=3)=[CH:3][C:2](=[O:1])[N:7]2[CH2:8][CH2:9][CH:10]1[CH:21]1[CH2:22][CH2:23][NH:24][CH2:25][CH2:26]1. The catalyst class is: 7. (2) Reactant: [CH:1]1([CH2:7][C:8]2[N:9]=[C:10]([C:27]([O:29]CC)=O)[S:11][C:12]=2[C:13]2[CH:18]=[C:17]([C:19]([CH3:22])([CH3:21])[CH3:20])[CH:16]=[C:15]([C:23]([CH3:26])([CH3:25])[CH3:24])[CH:14]=2)[CH2:6][CH2:5][CH2:4][CH2:3][CH2:2]1.[NH3:32]. Product: [CH:1]1([CH2:7][C:8]2[N:9]=[C:10]([C:27]([NH2:32])=[O:29])[S:11][C:12]=2[C:13]2[CH:18]=[C:17]([C:19]([CH3:21])([CH3:20])[CH3:22])[CH:16]=[C:15]([C:23]([CH3:26])([CH3:24])[CH3:25])[CH:14]=2)[CH2:2][CH2:3][CH2:4][CH2:5][CH2:6]1. The catalyst class is: 5. (3) Reactant: [Br:1][C:2]1[CH:7]=[CH:6][C:5](/[C:8](=[N:22]\[O:23][CH2:24][CH3:25])/[CH:9]2[CH2:14][CH2:13][N:12]([C:15]3([CH3:21])[CH2:20][CH2:19][NH:18][CH2:17][CH2:16]3)[CH2:11][CH2:10]2)=[CH:4][CH:3]=1.[CH3:26][C:27]1[C:36]([C:37](O)=[O:38])=[CH:35][C:34]2[C:29](=[CH:30][CH:31]=[N:32][CH:33]=2)[N:28]=1.CCN(CC)CC.CN(C(ON1N=NC2C=CC=NC1=2)=[N+](C)C)C.F[P-](F)(F)(F)(F)F. Product: [Br:1][C:2]1[CH:7]=[CH:6][C:5](/[C:8](=[N:22]\[O:23][CH2:24][CH3:25])/[CH:9]2[CH2:10][CH2:11][N:12]([C:15]3([CH3:21])[CH2:20][CH2:19][N:18]([C:37]([C:36]4[C:27]([CH3:26])=[N:28][C:29]5[C:34]([CH:35]=4)=[CH:33][N:32]=[CH:31][CH:30]=5)=[O:38])[CH2:17][CH2:16]3)[CH2:13][CH2:14]2)=[CH:4][CH:3]=1. The catalyst class is: 3. (4) Reactant: [Br:1][C:2]1[CH:3]=[N:4][CH:5]=[C:6]([CH:10]=1)[C:7]([OH:9])=O.[CH3:11][N:12]1[CH2:17][CH2:16][NH:15][CH2:14][CH2:13]1.CN(C(ON1N=NC2C=CC=NC1=2)=[N+](C)C)C.F[P-](F)(F)(F)(F)F.CCN(C(C)C)C(C)C. Product: [Br:1][C:2]1[CH:10]=[C:6]([C:7]([N:15]2[CH2:16][CH2:17][N:12]([CH3:11])[CH2:13][CH2:14]2)=[O:9])[CH:5]=[N:4][CH:3]=1. The catalyst class is: 12. (5) Reactant: [CH2:1]([C:5]1[C:6]([C:11]#[N:12])=[CH:7][NH:8][C:9]=1[CH3:10])[CH2:2][CH2:3][CH3:4].[CH2:13]([O:15][C:16](=[O:24])[C:17]1[CH:22]=[CH:21][C:20](F)=[CH:19][CH:18]=1)[CH3:14].C(=O)([O-])[O-].[Cs+].[Cs+].O. Product: [CH2:13]([O:15][C:16](=[O:24])[C:17]1[CH:22]=[CH:21][C:20]([N:8]2[CH:7]=[C:6]([C:11]#[N:12])[C:5]([CH2:1][CH2:2][CH2:3][CH3:4])=[C:9]2[CH3:10])=[CH:19][CH:18]=1)[CH3:14]. The catalyst class is: 9. (6) Reactant: [C:1]([O:5][C:6](=[O:32])[NH:7][CH:8]1[CH2:13][CH2:12][N:11]([C:14]2[N:15]([CH3:31])[C:16](=[O:30])[C:17](Cl)=[C:18]([C:20]3[CH:25]=[CH:24][C:23]([C:26]#[N:27])=[C:22]([F:28])[CH:21]=3)[N:19]=2)[CH2:10][CH2:9]1)([CH3:4])([CH3:3])[CH3:2].[O:33]1[C:37]2[CH:38]=[CH:39][C:40](B(O)O)=[CH:41][C:36]=2[CH:35]=[CH:34]1.C([O-])([O-])=O.[Na+].[Na+]. Product: [C:1]([O:5][C:6](=[O:32])[NH:7][CH:8]1[CH2:13][CH2:12][N:11]([C:14]2[N:15]([CH3:31])[C:16](=[O:30])[C:17]([C:40]3[CH:41]=[CH:36][C:35]4[C:39]=3[CH:38]=[CH:37][O:33][CH:34]=4)=[C:18]([C:20]3[CH:25]=[CH:24][C:23]([C:26]#[N:27])=[C:22]([F:28])[CH:21]=3)[N:19]=2)[CH2:10][CH2:9]1)([CH3:4])([CH3:3])[CH3:2]. The catalyst class is: 70. (7) Reactant: C[Si](C)(C)[N-][Si](C)(C)C.[Li+].[Br:11][C:12]1[CH:13]=[C:14]([C:17](=[O:19])[CH3:18])[O:15][CH:16]=1.C([O:27][C:28](=O)[C:29]([F:33])([F:32])[CH2:30][CH3:31])C1C=CC=CC=1. Product: [Br:11][C:12]1[CH:13]=[C:14]([C:17](=[O:19])[CH2:18][C:28](=[O:27])[C:29]([F:33])([F:32])[CH2:30][CH3:31])[O:15][CH:16]=1. The catalyst class is: 1.